The task is: Predict the reactants needed to synthesize the given product.. This data is from Full USPTO retrosynthesis dataset with 1.9M reactions from patents (1976-2016). (1) Given the product [C:1]1(=[O:20])[C:9]2[C:4](=[CH:5][C:6]([CH2:10][CH2:11][CH2:12][O:13][CH:14]3[CH2:19][CH2:18][CH2:17][CH2:16][O:15]3)=[CH:7][CH:8]=2)[CH2:3][CH2:2]1, predict the reactants needed to synthesize it. The reactants are: [C:1]1(=[O:20])[C:9]2[C:4](=[CH:5][C:6]([C:10]#[C:11][CH2:12][O:13][CH:14]3[CH2:19][CH2:18][CH2:17][CH2:16][O:15]3)=[CH:7][CH:8]=2)[CH2:3][CH2:2]1. (2) Given the product [F:1][C:2]([F:33])([F:32])[C:3]1[CH:4]=[C:5]([C@H:13]2[O:17][C:16](=[O:18])[N:15]([CH2:19][C:20]3[CH:25]=[C:24]([C:26]([F:29])([F:28])[F:27])[CH:23]=[CH:22][C:21]=3[C:38]3[C:39]([O:45][CH3:46])=[CH:40][CH:41]=[C:36]([CH:34]=[O:35])[CH:37]=3)[C@H:14]2[CH3:31])[CH:6]=[C:7]([C:9]([F:12])([F:11])[F:10])[CH:8]=1, predict the reactants needed to synthesize it. The reactants are: [F:1][C:2]([F:33])([F:32])[C:3]1[CH:4]=[C:5]([C@H:13]2[O:17][C:16](=[O:18])[N:15]([CH2:19][C:20]3[CH:25]=[C:24]([C:26]([F:29])([F:28])[F:27])[CH:23]=[CH:22][C:21]=3I)[C@H:14]2[CH3:31])[CH:6]=[C:7]([C:9]([F:12])([F:11])[F:10])[CH:8]=1.[CH:34]([C:36]1[CH:37]=[CH:38][C:39]([O:45][CH3:46])=[C:40](B(O)O)[CH:41]=1)=[O:35].C(=O)([O-])[O-].[Na+].[Na+].C(Cl)Cl. (3) Given the product [OH:3][CH2:4][C:6]1([CH3:20])[CH2:14][C:13]2[C:8](=[C:9]([CH3:18])[C:10]([CH:16]=[CH2:17])=[C:11]([CH3:15])[CH:12]=2)[CH:7]1[OH:19], predict the reactants needed to synthesize it. The reactants are: C([O:3][C:4]([C:6]1([CH3:20])[CH2:14][C:13]2[C:8](=[C:9]([CH3:18])[C:10]([CH:16]=[CH2:17])=[C:11]([CH3:15])[CH:12]=2)[C:7]1=[O:19])=O)C.[H-].[H-].[H-].[H-].[Li+].[Al+3]. (4) Given the product [F:1][C:2]1[C:11]2[O:10][CH2:9][C@H:8]3[C@@H:12]([NH:19][C:22]([NH:24][C:25]4[S:26][CH:27]=[C:28]([C:30]5[CH:31]=[CH:32][C:33]([Cl:36])=[CH:34][CH:35]=5)[N:29]=4)=[O:44])[C@H:7]3[C:6]=2[C:5]([F:16])=[CH:4][CH:3]=1, predict the reactants needed to synthesize it. The reactants are: [F:1][C:2]1[C:11]2[O:10][CH2:9][C@H:8]3[C@@H:12](C(O)=O)[C@H:7]3[C:6]=2[C:5]([F:16])=[CH:4][CH:3]=1.C([N:19]([CH2:22]C)CC)C.[NH2:24][C:25]1[S:26][CH:27]=[C:28]([C:30]2[CH:35]=[CH:34][C:33]([Cl:36])=[CH:32][CH:31]=2)[N:29]=1.C1C=CC(P(N=[N+]=[N-])(C2C=CC=CC=2)=[O:44])=CC=1. (5) Given the product [NH2:30][C:28]1[CH:29]=[C:24]([Cl:23])[N:25]=[CH:26][C:27]=1[C:10]#[C:9][CH2:8][N:11]1[C:16](=[O:17])[CH:15]=[CH:14][C:13]([C:18]2[S:19][CH:20]=[CH:21][CH:22]=2)=[N:12]1, predict the reactants needed to synthesize it. The reactants are: CCN(CC)CC.[CH2:8]([N:11]1[C:16](=[O:17])[CH:15]=[CH:14][C:13]([C:18]2[S:19][CH:20]=[CH:21][CH:22]=2)=[N:12]1)[C:9]#[CH:10].[Cl:23][C:24]1[CH:29]=[C:28]([NH2:30])[C:27](I)=[CH:26][N:25]=1.CO. (6) Given the product [C:6]([O:5][C:4](=[O:10])[N:3]([N:11]1[CH:15]=[C:14]([C:16]2[CH:17]=[N:18][CH:19]=[CH:20][CH:21]=2)[N:13]=[C:12]1[Cl:27])[CH2:1][CH3:2])([CH3:9])([CH3:7])[CH3:8], predict the reactants needed to synthesize it. The reactants are: [CH2:1]([N:3]([N:11]1[CH:15]=[C:14]([C:16]2[CH:17]=[N:18][CH:19]=[CH:20][CH:21]=2)[N:13]=[CH:12]1)[C:4](=[O:10])[O:5][C:6]([CH3:9])([CH3:8])[CH3:7])[CH3:2].[Li+].CCC[CH2-].[Cl:27]C(Cl)(Cl)C(Cl)(Cl)Cl. (7) Given the product [Br:32][C:3]1[C:4]2[CH:9]=[CH:8][CH:7]=[CH:6][C:5]=2[O:1][C:2]=1[CH2:10][CH:11]1[CH2:16][CH2:15][CH2:14][CH2:13][N:12]1[C:17]([C:19]1[N:20]=[C:21]([CH3:31])[S:22][C:23]=1[C:24]1[CH:29]=[CH:28][C:27]([F:30])=[CH:26][CH:25]=1)=[O:18], predict the reactants needed to synthesize it. The reactants are: [O:1]1[C:5]2[CH:6]=[CH:7][CH:8]=[CH:9][C:4]=2[CH:3]=[C:2]1[CH2:10][CH:11]1[CH2:16][CH2:15][CH2:14][CH2:13][N:12]1[C:17]([C:19]1[N:20]=[C:21]([CH3:31])[S:22][C:23]=1[C:24]1[CH:29]=[CH:28][C:27]([F:30])=[CH:26][CH:25]=1)=[O:18].[Br:32]Br.